Dataset: Reaction yield outcomes from USPTO patents with 853,638 reactions. Task: Predict the reaction yield, written as a fraction of the theoretical maximum amount of product (1.0 means a 100% yield; for example, 0.34 means a 34% yield). (1) The reactants are C(P(CCCC)CCCC)CCC.[CH2:14]([O:16][C:17](=[O:27])[CH2:18][C:19]1[CH:24]=[CH:23][C:22]([OH:25])=[C:21]([Cl:26])[CH:20]=1)[CH3:15].[Br:28][C:29]1[CH:34]=[CH:33][C:32]([C:35]([C:39]2[CH:44]=[CH:43][C:42]([Br:45])=[CH:41][CH:40]=2)=[CH:36][CH2:37]O)=[CH:31][CH:30]=1. The catalyst is C1COCC1. The yield is 0.890. The product is [CH2:14]([O:16][C:17](=[O:27])[CH2:18][C:19]1[CH:24]=[CH:23][C:22]([O:25][CH2:37][CH:36]=[C:35]([C:32]2[CH:31]=[CH:30][C:29]([Br:28])=[CH:34][CH:33]=2)[C:39]2[CH:40]=[CH:41][C:42]([Br:45])=[CH:43][CH:44]=2)=[C:21]([Cl:26])[CH:20]=1)[CH3:15]. (2) The reactants are [O:1]=[C:2]1[C:6]2([CH2:11][CH2:10][NH:9][CH2:8][CH2:7]2)[N:5]([C:12]2[CH:17]=[CH:16][CH:15]=[CH:14][CH:13]=2)[CH2:4][N:3]1[CH2:18][C:19]1[CH:20]=[C:21]([CH:29]=[CH:30][CH:31]=1)[C:22]([O:24][C:25]([CH3:28])([CH3:27])[CH3:26])=[O:23].C(=O)([O-])[O-].[K+].[K+].I[CH2:39][CH2:40][CH2:41][N:42]1[C:46]2[CH:47]=[CH:48][CH:49]=[CH:50][C:45]=2[NH:44][C:43]1=[O:51]. The catalyst is CN(C)C=O.C(OCC)(=O)C. The product is [O:1]=[C:2]1[C:6]2([CH2:11][CH2:10][N:9]([CH2:39][CH2:40][CH2:41][N:42]3[C:46]4[CH:47]=[CH:48][CH:49]=[CH:50][C:45]=4[NH:44][C:43]3=[O:51])[CH2:8][CH2:7]2)[N:5]([C:12]2[CH:13]=[CH:14][CH:15]=[CH:16][CH:17]=2)[CH2:4][N:3]1[CH2:18][C:19]1[CH:20]=[C:21]([CH:29]=[CH:30][CH:31]=1)[C:22]([O:24][C:25]([CH3:28])([CH3:26])[CH3:27])=[O:23]. The yield is 0.590. (3) The reactants are [F:1][C:2]1[CH:7]=[CH:6][C:5]([F:8])=[CH:4][C:3]=1B(O)O.[NH2:12][C:13]1[N:14]=[C:15]([N:24]2[CH2:29][CH2:28][N:27]([C:30](=[O:40])[CH2:31][O:32][C:33]3[CH:38]=[CH:37][C:36]([Cl:39])=[CH:35][CH:34]=3)[CH2:26][CH2:25]2)[C:16]2[N:22]=[C:21](Cl)[CH:20]=[CH:19][C:17]=2[N:18]=1. No catalyst specified. The product is [NH2:12][C:13]1[N:14]=[C:15]([N:24]2[CH2:25][CH2:26][N:27]([C:30](=[O:40])[CH2:31][O:32][C:33]3[CH:38]=[CH:37][C:36]([Cl:39])=[CH:35][CH:34]=3)[CH2:28][CH2:29]2)[C:16]2[N:22]=[C:21]([C:3]3[CH:4]=[C:5]([F:8])[CH:6]=[CH:7][C:2]=3[F:1])[CH:20]=[CH:19][C:17]=2[N:18]=1. The yield is 1.00.